Dataset: NCI-60 drug combinations with 297,098 pairs across 59 cell lines. Task: Regression. Given two drug SMILES strings and cell line genomic features, predict the synergy score measuring deviation from expected non-interaction effect. Drug 1: CC1=C(C=C(C=C1)NC2=NC=CC(=N2)N(C)C3=CC4=NN(C(=C4C=C3)C)C)S(=O)(=O)N.Cl. Drug 2: C1CC(=O)NC(=O)C1N2C(=O)C3=CC=CC=C3C2=O. Cell line: MDA-MB-435. Synergy scores: CSS=4.96, Synergy_ZIP=7.50, Synergy_Bliss=8.48, Synergy_Loewe=5.50, Synergy_HSA=4.57.